This data is from Full USPTO retrosynthesis dataset with 1.9M reactions from patents (1976-2016). The task is: Predict the reactants needed to synthesize the given product. (1) Given the product [Si:27]([O:6][C@H:7]1[CH2:11][N:10]([C:12]([O:14][C:15]([CH3:16])([CH3:17])[CH3:18])=[O:13])[C@H:9]([C:19]([O:21][CH3:22])=[O:20])[CH2:8]1)([C:24]([CH3:26])([CH3:25])[CH3:23])([CH3:29])[CH3:28], predict the reactants needed to synthesize it. The reactants are: N1C=CN=C1.[OH:6][C@H:7]1[CH2:11][N:10]([C:12]([O:14][C:15]([CH3:18])([CH3:17])[CH3:16])=[O:13])[C@H:9]([C:19]([O:21][CH3:22])=[O:20])[CH2:8]1.[CH3:23][C:24]([Si:27](Cl)([CH3:29])[CH3:28])([CH3:26])[CH3:25]. (2) Given the product [Br:21][C:19]1[CH:18]=[CH:17][C:15]2[N:16]=[C:12]([N:8]3[CH2:9][CH2:10][CH2:11][C@H:6]([N:22]4[CH2:26][CH2:25][CH2:24][CH2:23]4)[CH2:7]3)[S:13][C:14]=2[CH:20]=1, predict the reactants needed to synthesize it. The reactants are: CS(O[C@@H:6]1[CH2:11][CH2:10][CH2:9][N:8]([C:12]2[S:13][C:14]3[CH:20]=[C:19]([Br:21])[CH:18]=[CH:17][C:15]=3[N:16]=2)[CH2:7]1)(=O)=O.[NH:22]1[CH2:26][CH2:25][CH2:24][CH2:23]1. (3) The reactants are: [OH2:1].[CH2:2]([OH:7])[CH2:3][CH2:4][CH2:5][OH:6]. Given the product [OH:6][CH2:5][CH2:4][CH2:3][CH2:2][O:7][CH:5]1[CH2:4][CH2:3][CH2:2][O:1]1, predict the reactants needed to synthesize it.